Dataset: Forward reaction prediction with 1.9M reactions from USPTO patents (1976-2016). Task: Predict the product of the given reaction. Given the reactants [CH3:1]N(C)C1N=C(C2C=CC=CC=2)C2CCNCC=2N=1.Cl[C:21]1[C:22]2[CH2:33][CH2:32][N:31](C(OC(C)(C)C)=O)[CH2:30][C:23]=2[N:24]=[C:25](N(C)C)[N:26]=1.[F:41][C:42]1[CH:47]=[CH:46][C:45](B(O)O)=[CH:44][CH:43]=1.C1(B(O)O)C=CC=CC=1, predict the reaction product. The product is: [F:41][C:42]1[CH:47]=[CH:46][C:45]([C:21]2[C:22]3[CH2:33][CH2:32][NH:31][CH2:30][C:23]=3[N:24]=[C:25]([CH3:1])[N:26]=2)=[CH:44][CH:43]=1.